From a dataset of Reaction yield outcomes from USPTO patents with 853,638 reactions. Predict the reaction yield, written as a fraction of the theoretical maximum amount of product (1.0 means a 100% yield; for example, 0.34 means a 34% yield). No catalyst specified. The yield is 0.440. The reactants are [Br:1][C:2]1[CH:3]=[C:4]2[C:9](=[CH:10][CH:11]=1)[N:8]=[CH:7][C:6]([C:12](=[O:14])[CH3:13])=[C:5]2Cl.[NH2:16][C:17]1[CH:18]=[N:19][C:20]([N:23]2[CH2:28][CH2:27][N:26]([C:29]([O:31][C:32]([CH3:35])([CH3:34])[CH3:33])=[O:30])[CH2:25][CH2:24]2)=[N:21][CH:22]=1. The product is [C:12]([C:6]1[CH:7]=[N:8][C:9]2[C:4]([C:5]=1[NH:16][C:17]1[CH:22]=[N:21][C:20]([N:23]3[CH2:24][CH2:25][N:26]([C:29]([O:31][C:32]([CH3:35])([CH3:34])[CH3:33])=[O:30])[CH2:27][CH2:28]3)=[N:19][CH:18]=1)=[CH:3][C:2]([Br:1])=[CH:11][CH:10]=2)(=[O:14])[CH3:13].